Dataset: Forward reaction prediction with 1.9M reactions from USPTO patents (1976-2016). Task: Predict the product of the given reaction. (1) Given the reactants C([NH:8][C@H:9]1[CH2:13][O:12][C@@H:11]2[C@@H:14]([NH:17]CC3C=CC=CC=3)[CH2:15][O:16][C@H:10]12)C1C=CC=CC=1.[H][H], predict the reaction product. The product is: [O:12]1[CH2:13][C@H:9]([NH2:8])[C@H:10]2[O:16][CH2:15][C@H:14]([NH2:17])[C@@H:11]12. (2) Given the reactants Cl[C:2]([O:4][CH2:5][CH3:6])=[O:3].C([N:14]1[CH2:19][CH:18]([CH3:20])[C:17](=[O:21])[CH:16]([CH3:22])[CH2:15]1)C1C=CC=CC=1, predict the reaction product. The product is: [C:2]([N:14]1[CH2:19][CH:18]([CH3:20])[C:17](=[O:21])[CH:16]([CH3:22])[CH2:15]1)([O:4][CH2:5][CH3:6])=[O:3]. (3) Given the reactants C[O:2][C:3]1[C:9]2[CH:10]=[CH:11][CH:12]=[CH:13][C:8]=2[N:7]([C:14]([NH2:16])=[O:15])[C:6]2[CH:17]=[CH:18][CH:19]=[CH:20][C:5]=2[CH:4]=1.C1(C)C(S(O)(=O)=O)=CC=CC=1, predict the reaction product. The product is: [CH:19]1[CH:18]=[CH:17][C:6]2[N:7]([C:14]([NH2:16])=[O:15])[C:8]3[CH:13]=[CH:12][CH:11]=[CH:10][C:9]=3[C:3](=[O:2])[CH2:4][C:5]=2[CH:20]=1. (4) Given the reactants [CH:1]1([C:4]2[CH:5]=[C:6]([NH:10][C:11]3[O:12][CH2:13][C:14]4[CH:20]=[C:19]([NH2:21])[CH:18]=[CH:17][C:15]=4[N:16]=3)[CH:7]=[CH:8][CH:9]=2)[CH2:3][CH2:2]1.[C:22]1([S:28](Cl)(=[O:30])=[O:29])[CH:27]=[CH:26][CH:25]=[CH:24][CH:23]=1, predict the reaction product. The product is: [CH:1]1([C:4]2[CH:5]=[C:6]([NH:10][C:11]3[O:12][CH2:13][C:14]4[CH:20]=[C:19]([NH:21][S:28]([C:22]5[CH:27]=[CH:26][CH:25]=[CH:24][CH:23]=5)(=[O:30])=[O:29])[CH:18]=[CH:17][C:15]=4[N:16]=3)[CH:7]=[CH:8][CH:9]=2)[CH2:3][CH2:2]1. (5) Given the reactants [I:1][C:2]1[C:3](=[O:27])[NH:4][C:5](=[O:26])[N:6]([CH:25]=1)[C@@H:7]1[O:24][C@H:14]([CH2:15][O:16][Si](C(C)(C)C)(C)C)[C@@H:9]([O:10][C:11](=[O:13])[CH3:12])[CH2:8]1.O.O.O.[F-].C([N+](CCCC)(CCCC)CCCC)CCC.O, predict the reaction product. The product is: [I:1][C:2]1[C:3](=[O:27])[NH:4][C:5](=[O:26])[N:6]([CH:25]=1)[C@@H:7]1[O:24][C@H:14]([CH2:15][OH:16])[C@@H:9]([O:10][C:11](=[O:13])[CH3:12])[CH2:8]1.